From a dataset of Reaction yield outcomes from USPTO patents with 853,638 reactions. Predict the reaction yield, written as a fraction of the theoretical maximum amount of product (1.0 means a 100% yield; for example, 0.34 means a 34% yield). (1) The reactants are [C:1]([S:9][S:9][C:1](=[S:8])[C:2]1[CH:7]=[CH:6][CH:5]=[CH:4][CH:3]=1)(=[S:8])[C:2]1[CH:7]=[CH:6][CH:5]=[CH:4][CH:3]=1.[OH:19][CH2:20][CH2:21][O:22][C:23](=[O:28])[C:24](Br)([CH3:26])[CH3:25].CN(CCN(CCN(C)C)C)C.N#N. The catalyst is C1(C)C=CC=CC=1. The product is [C:1]([SH:9])(=[S:8])[C:2]1[CH:7]=[CH:6][CH:5]=[CH:4][CH:3]=1.[OH:19][CH2:20][CH2:21][O:22][C:23](=[O:28])[CH:24]([CH3:26])[CH3:25]. The yield is 0.980. (2) The reactants are Br[C:2]1[CH:3]=[CH:4][C:5]([O:8][CH3:9])=[N:6][CH:7]=1.C[Sn](C)C.C[Sn](C)C.I[C:19]1[CH:27]=[C:26]2[C:22]([C:23](/[CH:36]=[CH:37]/[C:38]3[CH:43]=[CH:42][CH:41]=[CH:40][CH:39]=3)=[N:24][N:25]2[CH2:28][O:29][CH2:30][CH2:31][Si:32]([CH3:35])([CH3:34])[CH3:33])=[CH:21][CH:20]=1. The catalyst is O1CCOCC1.C(OCC)(=O)C. The product is [CH3:9][O:8][C:5]1[CH:4]=[CH:3][C:2]([C:19]2[CH:27]=[C:26]3[C:22]([C:23](/[CH:36]=[CH:37]/[C:38]4[CH:43]=[CH:42][CH:41]=[CH:40][CH:39]=4)=[N:24][N:25]3[CH2:28][O:29][CH2:30][CH2:31][Si:32]([CH3:33])([CH3:34])[CH3:35])=[CH:21][CH:20]=2)=[CH:7][N:6]=1. The yield is 0.400. (3) The reactants are [Al+3].[Cl-].[Cl-].[Cl-].[C:5](Cl)(=[O:7])[CH3:6].C[O:10][C:11]1[CH:16]=[CH:15][C:14]([C:17]2([C:20]([O:22][CH3:23])=[O:21])[CH2:19][CH2:18]2)=[CH:13][CH:12]=1. The catalyst is C(=S)=S. The product is [CH3:23][O:22][C:20]([C:17]1([C:14]2[CH:15]=[CH:16][C:11]([OH:10])=[C:12]([C:5](=[O:7])[CH3:6])[CH:13]=2)[CH2:19][CH2:18]1)=[O:21]. The yield is 0.810.